From a dataset of Full USPTO retrosynthesis dataset with 1.9M reactions from patents (1976-2016). Predict the reactants needed to synthesize the given product. (1) Given the product [OH:23][C:7]([CH3:20])([CH2:6][CH2:5][C:4]1[C:9](=[O:8])[C:10]([CH3:13])=[C:11]([CH3:12])[C:2](=[O:1])[C:3]=1[CH3:21])[C:14]([NH:16][CH2:17][CH2:18][OH:19])=[O:15], predict the reactants needed to synthesize it. The reactants are: [OH:1][C:2]1[C:3]([CH3:21])=[C:4]2[C:9](=[C:10]([CH3:13])[C:11]=1[CH3:12])[O:8][C:7]([CH3:20])([C:14]([NH:16][CH2:17][CH2:18][OH:19])=[O:15])[CH2:6][CH2:5]2.C(C#N)(C)=[O:23].O=[N+]([O-])[O-].[O-][N+](=O)[O-].[O-][N+](=O)[O-].[O-][N+](=O)[O-].[O-][N+](=O)[O-].[O-][N+](=O)[O-].[Ce+4].[NH4+].[NH4+].CCOC(C)=O. (2) Given the product [CH3:1][C:2]1[C:7]([CH3:8])=[CH:6][C:5]2[NH:9][C:14]([CH:13]([OH:17])[C:12]([F:19])([F:18])[F:11])=[N:10][C:4]=2[CH:3]=1, predict the reactants needed to synthesize it. The reactants are: [CH3:1][C:2]1[CH:3]=[C:4]([NH2:10])[C:5]([NH2:9])=[CH:6][C:7]=1[CH3:8].[F:11][C:12]([F:19])([F:18])[CH:13]([OH:17])[C:14](O)=O.Cl.C(=O)(O)[O-].[Na+]. (3) Given the product [CH3:22][O:21][C:18]1[CH:17]=[CH:16][C:15]([N:13]([CH3:14])[C:11]2[C:10]3[C:5](=[CH:6][CH:7]=[CH:8][CH:9]=3)[N:4]=[C:3]([CH2:2][NH:1][C:24](=[O:31])[C:25]3[CH:30]=[CH:29][CH:28]=[N:27][CH:26]=3)[N:12]=2)=[CH:20][CH:19]=1, predict the reactants needed to synthesize it. The reactants are: [NH2:1][CH2:2][C:3]1[N:12]=[C:11]([N:13]([C:15]2[CH:20]=[CH:19][C:18]([O:21][CH3:22])=[CH:17][CH:16]=2)[CH3:14])[C:10]2[C:5](=[CH:6][CH:7]=[CH:8][CH:9]=2)[N:4]=1.Cl.[C:24](Cl)(=[O:31])[C:25]1[CH:30]=[CH:29][CH:28]=[N:27][CH:26]=1.C(N(CC)CC)C. (4) Given the product [N:46]1[CH:51]=[CH:50][CH:49]=[CH:48][C:47]=1[CH2:52][N:53]1[CH:57]=[C:56]([C:58]2[C:66]3[C:61](=[N:62][CH:63]=[C:64]([C:67]4[CH:68]=[CH:69][C:70]([CH:73]5[CH2:74][CH2:75][N:76]([C:79]([O:81][C:82]([CH3:85])([CH3:84])[CH3:83])=[O:80])[CH2:77][CH2:78]5)=[CH:71][CH:72]=4)[CH:65]=3)[NH:60][CH:59]=2)[CH:55]=[N:54]1, predict the reactants needed to synthesize it. The reactants are: Cl.FC1C=C(C=CC=1)CN1C=C(C2C3C(=NC=C(C4C=CC(C5CCNCC5)=CC=4)C=3)N(S(C3C=CC(C)=CC=3)(=O)=O)C=2)C=N1.[N:46]1[CH:51]=[CH:50][CH:49]=[CH:48][C:47]=1[CH2:52][N:53]1[CH:57]=[C:56]([C:58]2[C:66]3[C:61](=[N:62][CH:63]=[C:64]([C:67]4[CH:72]=[CH:71][C:70]([CH:73]5[CH2:78][CH2:77][N:76]([C:79]([O:81][C:82]([CH3:85])([CH3:84])[CH3:83])=[O:80])[CH2:75][CH2:74]5)=[CH:69][CH:68]=4)[CH:65]=3)[N:60](S(C3C=CC(C)=CC=3)(=O)=O)[CH:59]=2)[CH:55]=[N:54]1.[OH-].[Li+]. (5) The reactants are: [C:1]([C:5]1[CH:6]=[C:7]2[C:11](=[CH:12][CH:13]=1)[C@H:10]([NH:14][C:15]([NH:17][C:18]1[CH:26]=[CH:25][CH:24]=[C:23]3[C:19]=1[CH:20]=[N:21][N:22]3[C:27](=[O:32])[CH2:28][N:29]([CH3:31])[CH3:30])=[O:16])[CH2:9][CH2:8]2)([CH3:4])([CH3:3])[CH3:2].[ClH:33].C(OCC)C. Given the product [ClH:33].[C:1]([C:5]1[CH:6]=[C:7]2[C:11](=[CH:12][CH:13]=1)[C@H:10]([NH:14][C:15]([NH:17][C:18]1[CH:26]=[CH:25][CH:24]=[C:23]3[C:19]=1[CH:20]=[N:21][N:22]3[C:27](=[O:32])[CH2:28][N:29]([CH3:30])[CH3:31])=[O:16])[CH2:9][CH2:8]2)([CH3:4])([CH3:2])[CH3:3], predict the reactants needed to synthesize it. (6) Given the product [NH2:1][C:2]1[N:3]=[C:4]([N:70]2[CH2:69][CH2:68][N:67]([CH2:66][CH2:65][O:58][C:59]3[CH:64]=[CH:63][CH:62]=[CH:61][CH:60]=3)[CH2:72][CH2:71]2)[C:5]2[N:11]=[C:10]([C:12]3[CH:17]=[CH:16][C:15]([F:18])=[CH:14][CH:13]=3)[CH:9]=[CH:8][C:6]=2[N:7]=1, predict the reactants needed to synthesize it. The reactants are: [NH2:1][C:2]1[NH:3][C:4](=O)[C:5]2[N:11]=[C:10]([C:12]3[CH:17]=[CH:16][C:15]([F:18])=[CH:14][CH:13]=3)[CH:9]=[CH:8][C:6]=2[N:7]=1.N12CCCN=C1CCCCC2.F[P-](F)(F)(F)(F)F.N1(O[P+](N(C)C)(N(C)C)N(C)C)C2C=CC=CC=2N=N1.[O:58]([CH2:65][CH2:66][N:67]1[CH2:72][CH2:71][NH:70][CH2:69][CH2:68]1)[C:59]1[CH:64]=[CH:63][CH:62]=[CH:61][CH:60]=1. (7) Given the product [Cl:8][C:6]1[N:5]=[C:4]([CH3:9])[N:3]=[C:2]([N:25]2[CH2:26][CH2:27][CH:22]([C:20]([NH:19][CH2:18][C:13]3[CH:14]=[CH:15][CH:16]=[CH:17][C:12]=3[C:11]([F:10])([F:28])[F:29])=[O:21])[CH2:23][CH2:24]2)[CH:7]=1, predict the reactants needed to synthesize it. The reactants are: Cl[C:2]1[CH:7]=[C:6]([Cl:8])[N:5]=[C:4]([CH3:9])[N:3]=1.[F:10][C:11]([F:29])([F:28])[C:12]1[CH:17]=[CH:16][CH:15]=[CH:14][C:13]=1[CH2:18][NH:19][C:20]([CH:22]1[CH2:27][CH2:26][NH:25][CH2:24][CH2:23]1)=[O:21].[OH-].[Na+]. (8) Given the product [CH2:1]([N:9]1[C:17]([CH2:20][CH3:21])([CH2:18][CH3:19])[C:16]2[C:11](=[CH:12][C:13]([CH2:25][OH:26])=[C:14]([CH2:22][OH:23])[CH:15]=2)[C:10]1([CH2:30][CH3:31])[CH2:28][CH3:29])[C:2]1[CH:3]=[CH:4][CH:5]=[CH:6][CH:7]=1, predict the reactants needed to synthesize it. The reactants are: [C:1]([N:9]1[C:17]([CH2:20][CH3:21])([CH2:18][CH3:19])[C:16]2[C:11](=[CH:12][C:13]([C:25](O)=[O:26])=[C:14]([C:22](O)=[O:23])[CH:15]=2)[C:10]1([CH2:30][CH3:31])[CH2:28][CH3:29])(=O)[C:2]1[CH:7]=[CH:6][CH:5]=[CH:4][CH:3]=1.[H-].[Al+3].[Li+].[H-].[H-].[H-].Cl.